Dataset: Full USPTO retrosynthesis dataset with 1.9M reactions from patents (1976-2016). Task: Predict the reactants needed to synthesize the given product. (1) Given the product [CH3:1][C:2]1[CH:3]=[CH:4][C:5]([S:8]([O:11][CH2:12][C:13]2[CH:18]=[CH:17][CH:16]=[C:15](/[CH:19]=[CH:28]/[C:29](=[O:31])[CH3:30])[N:14]=2)(=[O:9])=[O:10])=[CH:6][CH:7]=1, predict the reactants needed to synthesize it. The reactants are: [CH3:1][C:2]1[CH:7]=[CH:6][C:5]([S:8]([O:11][CH2:12][C:13]2[CH:18]=[CH:17][CH:16]=[C:15]([CH:19]=O)[N:14]=2)(=[O:10])=[O:9])=[CH:4][CH:3]=1.C1(P(C2C=CC=CC=2)(C2C=CC=CC=2)=[CH:28][C:29](=[O:31])[CH3:30])C=CC=CC=1. (2) Given the product [Br:1][CH2:32][CH2:31][CH2:30][C:29]#[C:28][C:23]1[CH:24]=[CH:25][CH:26]=[CH:27][N:22]=1, predict the reactants needed to synthesize it. The reactants are: [Br:1]Br.C1(P(C2C=CC=CC=2)C2C=CC=CC=2)C=CC=CC=1.[N:22]1[CH:27]=[CH:26][CH:25]=[CH:24][C:23]=1[C:28]#[C:29][CH2:30][CH2:31][CH2:32]O.